The task is: Regression. Given a peptide amino acid sequence and an MHC pseudo amino acid sequence, predict their binding affinity value. This is MHC class I binding data.. This data is from Peptide-MHC class I binding affinity with 185,985 pairs from IEDB/IMGT. (1) The peptide sequence is YISRDELWA. The MHC is HLA-A02:02 with pseudo-sequence HLA-A02:02. The binding affinity (normalized) is 0.463. (2) The peptide sequence is VEGLSGATW. The MHC is HLA-B44:02 with pseudo-sequence HLA-B44:02. The binding affinity (normalized) is 0.685. (3) The peptide sequence is LLRDNRAAL. The MHC is HLA-A02:03 with pseudo-sequence HLA-A02:03. The binding affinity (normalized) is 0.616. (4) The peptide sequence is RTMPLSRFT. The MHC is HLA-B15:01 with pseudo-sequence HLA-B15:01. The binding affinity (normalized) is 0.118. (5) The peptide sequence is RCQAIRKK. The MHC is Mamu-B03 with pseudo-sequence Mamu-B03. The binding affinity (normalized) is 0.227. (6) The peptide sequence is YPAVVPLVY. The MHC is Mamu-A02 with pseudo-sequence Mamu-A02. The binding affinity (normalized) is 0.158. (7) The peptide sequence is GSSDFQVHFLK. The MHC is HLA-A03:01 with pseudo-sequence HLA-A03:01. The binding affinity (normalized) is 0.360.